This data is from Peptide-MHC class I binding affinity with 185,985 pairs from IEDB/IMGT. The task is: Regression. Given a peptide amino acid sequence and an MHC pseudo amino acid sequence, predict their binding affinity value. This is MHC class I binding data. (1) The peptide sequence is LRMAKQNSRG. The MHC is Mamu-B03 with pseudo-sequence Mamu-B03. The binding affinity (normalized) is 0.154. (2) The peptide sequence is FGAAVSLLF. The MHC is HLA-B58:01 with pseudo-sequence HLA-B58:01. The binding affinity (normalized) is 0.936. (3) The peptide sequence is FLPSDFFPSV. The MHC is HLA-A68:02 with pseudo-sequence HLA-A68:02. The binding affinity (normalized) is 0.376. (4) The peptide sequence is KQLGQVMLL. The MHC is HLA-B48:01 with pseudo-sequence HLA-B48:01. The binding affinity (normalized) is 0.824. (5) The peptide sequence is YTFTSLFSL. The MHC is HLA-B51:01 with pseudo-sequence HLA-B51:01. The binding affinity (normalized) is 0.0847. (6) The peptide sequence is IRFRYCAPPG. The MHC is Mamu-B03 with pseudo-sequence Mamu-B03. The binding affinity (normalized) is 0.404. (7) The peptide sequence is FLKYSRSKPA. The MHC is HLA-A02:01 with pseudo-sequence HLA-A02:01. The binding affinity (normalized) is 0.245.